From a dataset of Catalyst prediction with 721,799 reactions and 888 catalyst types from USPTO. Predict which catalyst facilitates the given reaction. Reactant: Br[C:2]1[CH:11]=[C:10]2[C:5]([C:6]([S:22][CH3:23])=[N:7][C:8]([C:12]([F:21])([F:20])[C:13]3[CH:18]=[CH:17][C:16]([F:19])=[CH:15][CH:14]=3)=[N:9]2)=[CH:4][CH:3]=1.C1(P(C2C=CC=CC=2)C2C3OC4C(=CC=CC=4P(C4C=CC=CC=4)C4C=CC=CC=4)C(C)(C)C=3C=CC=2)C=CC=CC=1.[OH:66][C@H:67]1[CH2:71][NH:70][C:69](=[O:72])[CH2:68]1.C([O-])([O-])=O.[Cs+].[Cs+]. Product: [F:20][C:12]([F:21])([C:13]1[CH:18]=[CH:17][C:16]([F:19])=[CH:15][CH:14]=1)[C:8]1[N:7]=[C:6]([S:22][CH3:23])[C:5]2[C:10](=[CH:11][C:2]([N:70]3[CH2:71][C@H:67]([OH:66])[CH2:68][C:69]3=[O:72])=[CH:3][CH:4]=2)[N:9]=1. The catalyst class is: 12.